This data is from Forward reaction prediction with 1.9M reactions from USPTO patents (1976-2016). The task is: Predict the product of the given reaction. (1) Given the reactants [Cl:1][C:2]1[CH:7]=[CH:6][CH:5]=[C:4]([Cl:8])[C:3]=1[C:9]1[CH:13]=[C:12]([C:14]2[CH:19]=[C:18]([NH:20][CH2:21][O:22][CH:23]([CH3:25])[CH3:24])[CH:17]=[CH:16][N:15]=2)[O:11][N:10]=1.C(N(CC)CC)C.[Cl:33][CH:34]([Cl:38])[C:35](Cl)=[O:36], predict the reaction product. The product is: [Cl:33][CH:34]([Cl:38])[C:35]([N:20]([C:18]1[CH:17]=[CH:16][N:15]=[C:14]([C:12]2[O:11][N:10]=[C:9]([C:3]3[C:4]([Cl:8])=[CH:5][CH:6]=[CH:7][C:2]=3[Cl:1])[CH:13]=2)[CH:19]=1)[CH2:21][O:22][CH:23]([CH3:25])[CH3:24])=[O:36]. (2) Given the reactants [NH2:1][CH2:2][CH2:3][NH:4][C:5](=[O:7])[CH3:6].[CH3:8][O:9][C:10]1[CH:11]=[C:12]([CH:28]=[CH:29][CH:30]=1)[CH2:13][C:14]1[C:15]([CH3:27])=[N:16][C:17]2[N:18]([N:21]=[CH:22][C:23]=2[C:24](O)=[O:25])[C:19]=1[CH3:20], predict the reaction product. The product is: [C:5]([NH:4][CH2:3][CH2:2][NH:1][C:24]([C:23]1[CH:22]=[N:21][N:18]2[C:19]([CH3:20])=[C:14]([CH2:13][C:12]3[CH:28]=[CH:29][CH:30]=[C:10]([O:9][CH3:8])[CH:11]=3)[C:15]([CH3:27])=[N:16][C:17]=12)=[O:25])(=[O:7])[CH3:6]. (3) Given the reactants ClC1C=CC([C@@H:8]2[C@:10]3([C:18]4[C:13](=[CH:14][CH:15]=[CH:16][CH:17]=4)[N:12](CC4C=C(C=CC=4)C(O)=O)[C:11]3=[O:29])[CH2:9]2)=CC=1.ClC1C=CC([C@H]2[C@@]3(C4C(=CC=CC=4)N(CC4C=C(C=CC=4)C(O)=O)C3=O)C2)=CC=1.Cl.CN(C)CCCN=C=NCC.ON1C2C=CC=CC=2N=N1.N1CCCCC1, predict the reaction product. The product is: [NH:12]1[C:13]2[C:18](=[CH:17][CH:16]=[CH:15][CH:14]=2)[C:10]2([CH2:9][CH2:8]2)[C:11]1=[O:29]. (4) Given the reactants [CH:1]([C:3]1[CH:8]=[CH:7][C:6](OS(C(F)(F)F)(=O)=O)=[C:5]([O:17][CH3:18])[CH:4]=1)=[O:2].C(N(CC)CC)C.[C:26]([O:30][CH2:31][CH3:32])(=[O:29])[CH:27]=[CH2:28].C1(P(C2C=CC=CC=2)CCCP(C2C=CC=CC=2)C2C=CC=CC=2)C=CC=CC=1, predict the reaction product. The product is: [CH2:31]([O:30][C:26](=[O:29])[CH:27]=[CH:28][C:6]1[CH:7]=[CH:8][C:3]([CH:1]=[O:2])=[CH:4][C:5]=1[O:17][CH3:18])[CH3:32]. (5) Given the reactants [N:1]([C:4]1[C:5]2[NH:12][CH:11]=[C:10]([C@H:13]3[C@H:17]([OH:18])[C@H:16]([OH:19])[C@@H:15]([CH2:20][OH:21])[N:14]3[C:22]([O:24][C:25]([CH3:28])([CH3:27])[CH3:26])=[O:23])[C:6]=2[N:7]=[CH:8][N:9]=1)=[N+:2]=[N-:3].N1C=CC=CC=1.Cl[C:36]([C:49]1[CH:54]=[CH:53][CH:52]=[CH:51][CH:50]=1)([C:43]1[CH:48]=[CH:47][CH:46]=[CH:45][CH:44]=1)[C:37]1[CH:42]=[CH:41][CH:40]=[CH:39][CH:38]=1.C(Cl)(Cl)Cl, predict the reaction product. The product is: [N:1]([C:4]1[C:5]2[NH:12][CH:11]=[C:10]([C@H:13]3[C@H:17]([OH:18])[C@H:16]([OH:19])[C@@H:15]([CH2:20][O:21][C:36]([C:37]4[CH:42]=[CH:41][CH:40]=[CH:39][CH:38]=4)([C:49]4[CH:50]=[CH:51][CH:52]=[CH:53][CH:54]=4)[C:43]4[CH:44]=[CH:45][CH:46]=[CH:47][CH:48]=4)[N:14]3[C:22]([O:24][C:25]([CH3:28])([CH3:27])[CH3:26])=[O:23])[C:6]=2[N:7]=[CH:8][N:9]=1)=[N+:2]=[N-:3].